From a dataset of Full USPTO retrosynthesis dataset with 1.9M reactions from patents (1976-2016). Predict the reactants needed to synthesize the given product. (1) The reactants are: [Br:1][C:2]1[N:6]=[C:5]([CH:7]=[CH2:8])[S:4][N:3]=1.[C:9]([O:13][C:14](=[O:27])[CH:15]([N:20]=[CH:21][C:22]1[S:23][CH:24]=[CH:25][N:26]=1)[CH2:16][CH:17]([CH3:19])[CH3:18])([CH3:12])([CH3:11])[CH3:10]. Given the product [Br:1][C:2]1[N:6]=[C:5]([C@H:7]2[C@H:21]([C:22]3[S:23][CH:24]=[CH:25][N:26]=3)[NH:20][C@:15]([CH2:16][CH:17]([CH3:19])[CH3:18])([C:14]([O:13][C:9]([CH3:10])([CH3:11])[CH3:12])=[O:27])[CH2:8]2)[S:4][N:3]=1, predict the reactants needed to synthesize it. (2) The reactants are: Cl[C:2]1[CH:7]=[C:6]([NH:8][C:9]2[CH:14]=[N:13][CH:12]=[CH:11][N:10]=2)[N:5]=[C:4]([NH:15][C@H:16]([C:18]2[CH:23]=[CH:22][C:21]([F:24])=[CH:20][CH:19]=2)[CH3:17])[CH:3]=1.[NH:25]1[CH2:29][CH2:28][C@H:27]([NH:30][C:31](=[O:33])[CH3:32])[CH2:26]1.C1(P(C2CCCCC2)C2C=CC=CC=2C2C(C(C)C)=CC(C(C)C)=CC=2C(C)C)CCCCC1.CC(C)([O-])C.[Na+]. Given the product [F:24][C:21]1[CH:22]=[CH:23][C:18]([C@@H:16]([NH:15][C:4]2[CH:3]=[C:2]([N:25]3[CH2:29][CH2:28][C@H:27]([NH:30][C:31](=[O:33])[CH3:32])[CH2:26]3)[CH:7]=[C:6]([NH:8][C:9]3[CH:14]=[N:13][CH:12]=[CH:11][N:10]=3)[N:5]=2)[CH3:17])=[CH:19][CH:20]=1, predict the reactants needed to synthesize it. (3) Given the product [CH:11]1([NH:10][C:8]2[CH:7]=[CH:6][C:3]([C:4]#[N:5])=[C:2]([O:15][CH3:14])[N:9]=2)[CH2:13][CH2:12]1, predict the reactants needed to synthesize it. The reactants are: Cl[C:2]1[N:9]=[C:8]([NH:10][CH:11]2[CH2:13][CH2:12]2)[CH:7]=[CH:6][C:3]=1[C:4]#[N:5].[CH3:14][O-:15].[Na+].